Dataset: Forward reaction prediction with 1.9M reactions from USPTO patents (1976-2016). Task: Predict the product of the given reaction. (1) Given the reactants [CH2:1]([O:3][C:4]1[CH:13]=[CH:12][C:7]2[N:8]=[C:9]([NH2:11])[S:10][C:6]=2[CH:5]=1)[CH3:2].[Cl:14][C:15]1[CH:16]=[C:17]([CH:21]=[C:22]([Cl:24])[CH:23]=1)[C:18](Cl)=[O:19].Br[CH:26]([CH2:31][CH3:32])[C:27]([O:29]C)=[O:28].COC1C=CC2N=C(N)SC=2C=1.ClC1C=C(C=CC=1)C(Cl)=O.BrCC(OCC)=O, predict the reaction product. The product is: [Cl:14][C:15]1[CH:16]=[C:17]([CH:21]=[C:22]([Cl:24])[CH:23]=1)[C:18]([N:11]=[C:9]1[N:8]([CH:26]([CH2:31][CH3:32])[C:27]([OH:29])=[O:28])[C:7]2[CH:12]=[CH:13][C:4]([O:3][CH2:1][CH3:2])=[CH:5][C:6]=2[S:10]1)=[O:19]. (2) Given the reactants [O:1]1[CH:5]=[CH:4][C:3](B(O)O)=[CH:2]1.Br[C:10]1[CH:15]=[CH:14][C:13]([C:16]2[N:21]=[CH:20][CH:19]=[CH:18][N:17]=2)=[CH:12][CH:11]=1, predict the reaction product. The product is: [O:1]1[CH:5]=[CH:4][C:3]([C:10]2[CH:15]=[CH:14][C:13]([C:16]3[N:17]=[CH:18][CH:19]=[CH:20][N:21]=3)=[CH:12][CH:11]=2)=[CH:2]1. (3) Given the reactants [CH2:1]([C:3]1[CH:35]=[CH:34][C:6]([CH2:7][NH:8][CH:9]2[CH2:14][CH2:13][N:12]([CH2:15][CH2:16][N:17]3[C:26]4[C:21](=[CH:22][CH:23]=[C:24]([O:27][CH3:28])[CH:25]=4)[C:20]([C:29]([NH:31][CH3:32])=[O:30])=[CH:19][C:18]3=[O:33])[CH2:11][CH2:10]2)=[CH:5][CH:4]=1)[CH3:2].[ClH:36].C(OCC)(=O)C, predict the reaction product. The product is: [ClH:36].[CH2:1]([C:3]1[CH:35]=[CH:34][C:6]([CH2:7][NH:8][CH:9]2[CH2:10][CH2:11][N:12]([CH2:15][CH2:16][N:17]3[C:26]4[C:21](=[CH:22][CH:23]=[C:24]([O:27][CH3:28])[CH:25]=4)[C:20]([C:29]([NH:31][CH3:32])=[O:30])=[CH:19][C:18]3=[O:33])[CH2:13][CH2:14]2)=[CH:5][CH:4]=1)[CH3:2]. (4) Given the reactants [F:1][C@H:2]1[CH2:19][C@@:17]2([CH3:18])[C@@H:13]([CH2:14][CH2:15][C@@H:16]2[OH:20])[C@H:12]2[C@H:3]1[C@@H:4]1[C:9]([CH2:10][C@H:11]2[CH3:21])=[CH:8][C:7](=[O:22])[CH2:6][CH2:5]1.[C:23](Cl)(=[O:30])[CH2:24][CH2:25][CH2:26][CH2:27][CH2:28][CH3:29].C(=O)(O)[O-].[Na+], predict the reaction product. The product is: [F:1][C@H:2]1[CH2:19][C@@:17]2([CH3:18])[C@@H:13]([CH2:14][CH2:15][C@@H:16]2[O:20][C:23](=[O:30])[CH2:24][CH2:25][CH2:26][CH2:27][CH2:28][CH3:29])[C@H:12]2[C@H:3]1[C@@H:4]1[C:9]([CH2:10][C@H:11]2[CH3:21])=[CH:8][C:7](=[O:22])[CH2:6][CH2:5]1.